From a dataset of Reaction yield outcomes from USPTO patents with 853,638 reactions. Predict the reaction yield, written as a fraction of the theoretical maximum amount of product (1.0 means a 100% yield; for example, 0.34 means a 34% yield). (1) The reactants are Br[CH2:2][C:3]([C:5]1[CH:6]=[CH:7][C:8]2[C:17]3[CH:16]=[C:15]4[CH2:18][CH2:19][CH2:20][C:21](=[O:22])[C:14]4=[CH:13][C:12]=3[O:11][CH2:10][C:9]=2[CH:23]=1)=[O:4].[C:24]([O:28][C:29]([N:31]1[CH2:35][C@@H:34]([CH2:36][O:37][CH3:38])[CH2:33][C@H:32]1[C:39]([OH:41])=[O:40])=[O:30])([CH3:27])([CH3:26])[CH3:25].C([O-])([O-])=O.[Cs+].[Cs+]. The catalyst is C(Cl)Cl. The product is [CH3:38][O:37][CH2:36][C@@H:34]1[CH2:35][N:31]([C:29]([O:28][C:24]([CH3:27])([CH3:25])[CH3:26])=[O:30])[CH:32]([C:39]([O:41][CH2:2][C:3](=[O:4])[C:5]2[CH:6]=[CH:7][C:8]3[C:17]4[CH:16]=[C:15]5[CH2:18][CH2:19][CH2:20][C:21](=[O:22])[C:14]5=[CH:13][C:12]=4[O:11][CH2:10][C:9]=3[CH:23]=2)=[O:40])[CH2:33]1. The yield is 0.700. (2) The reactants are Br[CH:2]([CH2:7][CH2:8][CH2:9]Br)[C:3]([O:5][CH3:6])=[O:4].[OH:11][C:12]1[CH:13]=[C:14]([CH:19]=[CH:20][CH:21]=1)[C:15]([O:17][CH3:18])=[O:16].C([O-])([O-])=O.[K+].[K+].[C:28]([O-:31])(=[S:30])[CH3:29].[K+]. The catalyst is CN(C=O)C.CCOC(C)=O. The product is [C:28]([S:30][CH2:9][CH2:8][CH2:7][CH:2]([C:3]([O:5][CH3:6])=[O:4])[O:11][C:12]1[CH:13]=[C:14]([CH:19]=[CH:20][CH:21]=1)[C:15]([O:17][CH3:18])=[O:16])(=[O:31])[CH3:29]. The yield is 0.370. (3) The reactants are [C:1]([O:5][C:6]([N:8]1[CH2:12][CH2:11][CH2:10][CH:9]1[C:13]1[NH:14][C:15]([C:18]2[CH:27]=[CH:26][C:25]3[C:20](=[CH:21][CH:22]=[C:23](Br)[CH:24]=3)[CH:19]=2)=[CH:16][N:17]=1)=[O:7])([CH3:4])([CH3:3])[CH3:2].C(O[C:37]([N:39]1[CH2:43][CH2:42][CH2:41][CH:40]1[C:44]1[NH:45][C:46]([C:49]2[CH:54]=[CH:53][C:52](B3OC(C)(C)C(C)(C)O3)=[CH:51][CH:50]=2)=[CH:47][N:48]=1)=[O:38])C1C=CC=CC=1.P([O-])([O-])([O-])=O.[K+].[K+].[K+].CO[CH2:74][CH2:75][O:76][CH3:77]. The product is [C:1]([O:5][C:6]([N:8]1[CH2:12][CH2:11][CH2:10][CH:9]1[C:13]1[NH:14][C:15]([C:18]2[CH:27]=[CH:26][C:25]3[C:20](=[CH:21][CH:22]=[C:23]([C:52]4[CH:51]=[CH:50][C:49]([C:46]5[NH:45][C:44]([CH:40]6[CH2:41][CH2:42][CH2:43][N:39]6[C:37](=[O:38])[CH:9]([NH:8][C:6]([O:5][CH3:1])=[O:7])[CH:10]6[CH2:74][CH2:75][O:76][CH2:77][CH2:11]6)=[N:48][CH:47]=5)=[CH:54][CH:53]=4)[CH:24]=3)[CH:19]=2)=[CH:16][N:17]=1)=[O:7])([CH3:4])([CH3:3])[CH3:2]. The yield is 0.840. The catalyst is C1C=CC([P]([Pd]([P](C2C=CC=CC=2)(C2C=CC=CC=2)C2C=CC=CC=2)([P](C2C=CC=CC=2)(C2C=CC=CC=2)C2C=CC=CC=2)[P](C2C=CC=CC=2)(C2C=CC=CC=2)C2C=CC=CC=2)(C2C=CC=CC=2)C2C=CC=CC=2)=CC=1. (4) The reactants are [CH3:1][O:2][C:3]1[CH:20]=[CH:19][C:6]([C:7]([NH:9][CH2:10][CH2:11][CH2:12][N:13]2[CH2:18][CH2:17][CH2:16][CH2:15][CH2:14]2)=O)=[CH:5][CH:4]=1.B. The catalyst is C1COCC1. The product is [CH3:1][O:2][C:3]1[CH:4]=[CH:5][C:6]([CH2:7][NH:9][CH2:10][CH2:11][CH2:12][N:13]2[CH2:18][CH2:17][CH2:16][CH2:15][CH2:14]2)=[CH:19][CH:20]=1. The yield is 0.220. (5) The reactants are [OH:1][CH2:2][C:3]12[CH2:12][CH:7]3[CH2:8][CH:9]([CH2:11][C:5]([NH:13][C:14](=[O:20])[O:15][C:16]([CH3:19])([CH3:18])[CH3:17])([CH2:6]3)[CH2:4]1)[CH2:10]2.C1C=C[NH+]=CC=1.[O-][Cr](Cl)(=O)=O. The catalyst is C(Cl)Cl. The product is [C:16]([O:15][C:14](=[O:20])[NH:13][C:5]12[CH2:11][CH:9]3[CH2:8][CH:7]([CH2:12][C:3]([CH:2]=[O:1])([CH2:10]3)[CH2:4]1)[CH2:6]2)([CH3:19])([CH3:17])[CH3:18]. The yield is 0.920. (6) The reactants are [NH2:1][C:2]1[C:3]([C:18]([O:20]C)=[O:19])=[N:4][C:5]([C:8]2[CH:13]=[CH:12][C:11]([S:14]([CH3:17])(=[O:16])=[O:15])=[CH:10][CH:9]=2)=[CH:6][N:7]=1.[Li+].[OH-].O.Cl. The catalyst is CO. The product is [NH2:1][C:2]1[C:3]([C:18]([OH:20])=[O:19])=[N:4][C:5]([C:8]2[CH:13]=[CH:12][C:11]([S:14]([CH3:17])(=[O:16])=[O:15])=[CH:10][CH:9]=2)=[CH:6][N:7]=1. The yield is 0.990. (7) The reactants are [O:1]=[C:2]1[C:10]2[C:5](=[N:6][C:7]([CH2:11][CH2:12][CH:13]=O)=[CH:8][CH:9]=2)[CH2:4][O:3]1.[OH:15][CH:16]1[CH2:21][CH2:20][CH2:19][NH:18][CH2:17]1. No catalyst specified. The product is [OH:15][CH:16]1[CH2:21][CH2:20][CH2:19][N:18]([CH2:13][CH2:12][CH2:11][C:7]2[N:6]=[C:5]3[CH2:4][O:3][C:2](=[O:1])[C:10]3=[CH:9][CH:8]=2)[CH2:17]1. The yield is 0.740. (8) The yield is 0.858. The reactants are [NH2:1][C:2]1[C:3]([CH:8]=O)=[N:4][CH:5]=[N:6][CH:7]=1.[Cl:10][C:11]1[CH:16]=[CH:15][C:14]([N+:17]([O-:19])=[O:18])=[CH:13][C:12]=1[C:20](=O)[CH3:21].[OH-].[Na+]. The product is [Cl:10][C:11]1[CH:16]=[CH:15][C:14]([N+:17]([O-:19])=[O:18])=[CH:13][C:12]=1[C:20]1[CH:21]=[CH:8][C:3]2[N:4]=[CH:5][N:6]=[CH:7][C:2]=2[N:1]=1. The catalyst is CCO. (9) The reactants are C([O-])([O-])=O.[K+].[K+].Br[C:8]1[C:15]([OH:16])=[C:14]([O:17][CH3:18])[CH:13]=[CH:12][C:9]=1[CH:10]=[O:11].[C:19]([Si:23]([CH3:66])([CH3:65])[O:24][C:25]1[CH:30]=[CH:29][C:28](B2OB([C:28]3[CH:29]=[CH:30][C:25]([O:24][Si:23]([C:19]([CH3:22])([CH3:21])[CH3:20])([CH3:66])[CH3:65])=[CH:26][CH:27]=3)OB([C:28]3[CH:29]=[CH:30][C:25]([O:24][Si:23]([C:19]([CH3:22])([CH3:21])[CH3:20])([CH3:66])[CH3:65])=[CH:26][CH:27]=3)O2)=[CH:27][CH:26]=1)([CH3:22])([CH3:21])[CH3:20].C(C1C=C(C)C=C(C(C)(C)C)C=1O)(C)(C)C. The catalyst is C1C=CC(/C=C/C(/C=C/C2C=CC=CC=2)=O)=CC=1.C1C=CC(/C=C/C(/C=C/C2C=CC=CC=2)=O)=CC=1.C1C=CC(/C=C/C(/C=C/C2C=CC=CC=2)=O)=CC=1.[Pd].[Pd].C1(P(C2CCCCC2)C2CCCCC2)CCCCC1. The product is [C:19]([Si:23]([CH3:66])([CH3:65])[O:24][C:25]1[CH:30]=[CH:29][C:28]([C:8]2[C:9]([CH:10]=[O:11])=[CH:12][CH:13]=[C:14]([O:17][CH3:18])[C:15]=2[OH:16])=[CH:27][CH:26]=1)([CH3:22])([CH3:21])[CH3:20]. The yield is 0.879. (10) The reactants are [H-].[Al+3].[Li+].[H-].[H-].[H-].[C:7]1([C:19](OCC)=[O:20])[CH:8]=[N:9][N:10]2[CH:15]=[CH:14][C:13]3[O:16][CH:17]=[CH:18][C:12]=3[C:11]=12.O.O.O.O.O.O.O.O.O.O.S([O-])([O-])(=O)=O.[Na+].[Na+]. The catalyst is O1CCCC1. The product is [C:7]1([CH2:19][OH:20])[CH:8]=[N:9][N:10]2[CH:15]=[CH:14][C:13]3[O:16][CH:17]=[CH:18][C:12]=3[C:11]=12. The yield is 0.490.